The task is: Predict which catalyst facilitates the given reaction.. This data is from Catalyst prediction with 721,799 reactions and 888 catalyst types from USPTO. Reactant: O[CH2:2][CH:3]([N:5]1[CH2:10][CH2:9][CH:8]([CH2:11][C:12]([NH:14][C:15]2[CH:20]=[CH:19][C:18]([S:21]([CH3:24])(=[O:23])=[O:22])=[CH:17][CH:16]=2)=[O:13])[CH2:7][CH2:6]1)[CH3:4].S(Cl)([Cl:27])=O. Product: [ClH:27].[Cl:27][CH2:2][CH:3]([N:5]1[CH2:10][CH2:9][CH:8]([CH2:11][C:12]([NH:14][C:15]2[CH:20]=[CH:19][C:18]([S:21]([CH3:24])(=[O:23])=[O:22])=[CH:17][CH:16]=2)=[O:13])[CH2:7][CH2:6]1)[CH3:4]. The catalyst class is: 11.